Task: Predict which catalyst facilitates the given reaction.. Dataset: Catalyst prediction with 721,799 reactions and 888 catalyst types from USPTO (1) Reactant: [N+:1]([C:4]1[CH:16]=[CH:15][CH:14]=[CH:13][C:5]=1[CH2:6][C:7]1[NH:8][C:9](=[O:12])[NH:10][CH:11]=1)([O-])=O. Product: [NH2:1][C:4]1[CH:16]=[CH:15][CH:14]=[CH:13][C:5]=1[CH2:6][C:7]1[NH:8][C:9](=[O:12])[NH:10][CH:11]=1. The catalyst class is: 19. (2) Reactant: [CH2:1]1[C:10]2[C:5](=[CH:6][CH:7]=[CH:8][CH:9]=2)[CH2:4][CH2:3][NH:2]1.C(=O)([O-])[O-].[Cs+].[Cs+].CS(O[CH2:22][C:23]1[CH:46]=[CH:45][C:26]([CH2:27][O:28][C:29]2[CH:34]=[CH:33][C:32]([CH:35]([C:42]#[C:43][CH3:44])[CH2:36][C:37]([O:39][CH2:40][CH3:41])=[O:38])=[CH:31][CH:30]=2)=[CH:25][CH:24]=1)(=O)=O. Product: [CH2:1]1[C:10]2[C:5](=[CH:6][CH:7]=[CH:8][CH:9]=2)[CH2:4][CH2:3][N:2]1[CH2:22][C:23]1[CH:24]=[CH:25][C:26]([CH2:27][O:28][C:29]2[CH:34]=[CH:33][C:32]([CH:35]([C:42]#[C:43][CH3:44])[CH2:36][C:37]([O:39][CH2:40][CH3:41])=[O:38])=[CH:31][CH:30]=2)=[CH:45][CH:46]=1. The catalyst class is: 3. (3) Product: [CH3:11][S:8]([C:5]1[CH:6]=[CH:7][C:2]([N:30]2[CH:34]=[N:33][CH:32]=[N:31]2)=[C:3]([C:12]([N:14]2[CH2:19][CH2:18][N:17]([C:20]3[CH:25]=[CH:24][C:23]([C:26]([F:29])([F:28])[F:27])=[CH:22][CH:21]=3)[CH2:16][CH2:15]2)=[O:13])[CH:4]=1)(=[O:10])=[O:9]. The catalyst class is: 3. Reactant: I[C:2]1[CH:7]=[CH:6][C:5]([S:8]([CH3:11])(=[O:10])=[O:9])=[CH:4][C:3]=1[C:12]([N:14]1[CH2:19][CH2:18][N:17]([C:20]2[CH:25]=[CH:24][C:23]([C:26]([F:29])([F:28])[F:27])=[CH:22][CH:21]=2)[CH2:16][CH2:15]1)=[O:13].[NH:30]1[CH:34]=[N:33][CH:32]=[N:31]1.P([O-])([O-])([O-])=O.[K+].[K+].[K+].CN[C@H]1[C@H](NC)CCCC1. (4) Reactant: [Br:1][C:2]1[CH:3]=[CH:4][C:5]([F:13])=[C:6]2[C:11]=1[CH:10]=[N:9][C:8]([NH2:12])=[CH:7]2.[C:14](N1C=CC=CC1=O)(N1C=CC=CC1=O)=[S:15]. Product: [Br:1][C:2]1[CH:3]=[CH:4][C:5]([F:13])=[C:6]2[C:11]=1[CH:10]=[N:9][C:8]([N:12]=[C:14]=[S:15])=[CH:7]2. The catalyst class is: 4. (5) Reactant: [NH2:1][C@H:2]([CH2:5][C:6]1[CH:11]=[CH:10][CH:9]=[CH:8][CH:7]=1)[CH2:3][OH:4].[C:12]([N:16]=[C:17]=[S:18])([CH3:15])([CH3:14])[CH3:13]. Product: [C:12]([NH:16][C:17]([NH:1][C@H:2]([CH2:5][C:6]1[CH:11]=[CH:10][CH:9]=[CH:8][CH:7]=1)[CH2:3][OH:4])=[S:18])([CH3:15])([CH3:14])[CH3:13]. The catalyst class is: 8. (6) Reactant: [Cl:1][C:2]1[N:7]=[C:6]([C:8](OC)=[O:9])[C:5]([O:12][C:13]2[CH:14]=[N:15][C:16]([S:19]([CH3:22])(=[O:21])=[O:20])=[CH:17][CH:18]=2)=[CH:4][CH:3]=1.[BH4-].[Na+].C(O)(=O)C. Product: [Cl:1][C:2]1[N:7]=[C:6]([CH2:8][OH:9])[C:5]([O:12][C:13]2[CH:14]=[N:15][C:16]([S:19]([CH3:22])(=[O:20])=[O:21])=[CH:17][CH:18]=2)=[CH:4][CH:3]=1. The catalyst class is: 125. (7) Reactant: [F:1][C:2]1[CH:14]=[CH:13][C:5]([CH2:6][CH:7]2[CH2:12][CH2:11][CH2:10][NH:9][CH2:8]2)=[CH:4][CH:3]=1.[C:15]([OH:25])(=[O:24])[C@@H:16]([C:18]1[CH:23]=[CH:22][CH:21]=[CH:20][CH:19]=1)[OH:17]. Product: [C:15]([OH:25])(=[O:24])[CH:16]([C:18]1[CH:23]=[CH:22][CH:21]=[CH:20][CH:19]=1)[OH:17].[F:1][C:2]1[CH:3]=[CH:4][C:5]([CH2:6][C@@H:7]2[CH2:12][CH2:11][CH2:10][NH:9][CH2:8]2)=[CH:13][CH:14]=1. The catalyst class is: 10. (8) Reactant: Cl.[CH2:2]([N:4]([CH2:15][CH3:16])[C:5]1[C:13]([CH3:14])=[CH:12][C:8]([C:9]([OH:11])=O)=[CH:7][N:6]=1)[CH3:3].CCN(C(C)C)C(C)C.CN(C(ON1N=NC2C=CC=CC1=2)=[N+](C)C)C.[B-](F)(F)(F)F.[CH3:48][C:49]1([CH3:68])[O:53][C@@H:52]([CH2:54][O:55][C:56]2[C:65]([CH3:66])=[CH:64][C:59]([C:60]([NH:62]O)=[NH:61])=[CH:58][C:57]=2[CH3:67])[CH2:51][O:50]1. Product: [CH3:48][C:49]1([CH3:68])[O:53][C@@H:52]([CH2:54][O:55][C:56]2[C:57]([CH3:67])=[CH:58][C:59]([C:60]3[N:62]=[C:9]([C:8]4[CH:12]=[C:13]([CH3:14])[C:5]([N:4]([CH2:2][CH3:3])[CH2:15][CH3:16])=[N:6][CH:7]=4)[O:11][N:61]=3)=[CH:64][C:65]=2[CH3:66])[CH2:51][O:50]1. The catalyst class is: 499. (9) Reactant: [C:1]([NH:4][C:5]1[S:6][C:7]([CH2:10][N:11]2[CH2:16][CH2:15][CH:14]([C:17]3[CH:27]=[CH:26][C:20]([C:21]([O:23]CC)=[O:22])=[CH:19][CH:18]=3)[CH2:13][CH2:12]2)=[CH:8][N:9]=1)(=[O:3])[CH3:2].C(OC(N1CC=C(C2C=CC(C(OCC)=O)=CC=2)CC1)=O)(C)(C)C.C(C1SC(NC(=O)C)=NC=1)=O.O[Li].O.C(O)(=O)CC(CC(O)=O)(C(O)=O)O. Product: [C:1]([NH:4][C:5]1[S:6][C:7]([CH2:10][N:11]2[CH2:12][CH2:13][CH:14]([C:17]3[CH:18]=[CH:19][C:20]([C:21]([OH:23])=[O:22])=[CH:26][CH:27]=3)[CH2:15][CH2:16]2)=[CH:8][N:9]=1)(=[O:3])[CH3:2]. The catalyst class is: 87.